Dataset: Reaction yield outcomes from USPTO patents with 853,638 reactions. Task: Predict the reaction yield, written as a fraction of the theoretical maximum amount of product (1.0 means a 100% yield; for example, 0.34 means a 34% yield). The reactants are [CH2:1]([C@H:8]([NH:40]C(=O)OC(C)(C)C)[CH2:9][C@H:10]([OH:39])[C@@H:11]([NH:26][C:27](=[O:38])[C@@H:28]([NH:33][C:34]([O:36][CH3:37])=[O:35])[C:29]([CH3:32])([CH3:31])[CH3:30])[CH2:12][C:13]1[CH:18]=[CH:17][C:16]([C:19]2[CH:24]=[CH:23][C:22]([CH3:25])=[CH:21][N:20]=2)=[CH:15][CH:14]=1)[C:2]1[CH:7]=[CH:6][CH:5]=[CH:4][CH:3]=1.FC(F)(F)C(O)=O. The product is [NH2:40][C@@H:8]([CH2:1][C:2]1[CH:3]=[CH:4][CH:5]=[CH:6][CH:7]=1)[CH2:9][C@H:10]([OH:39])[C@@H:11]([NH:26][C:27]([C@@H:28]([NH:33][C:34](=[O:35])[O:36][CH3:37])[C:29]([CH3:30])([CH3:32])[CH3:31])=[O:38])[CH2:12][C:13]1[CH:18]=[CH:17][C:16]([C:19]2[CH:24]=[CH:23][C:22]([CH3:25])=[CH:21][N:20]=2)=[CH:15][CH:14]=1. The yield is 0.420. The catalyst is ClCCl.